From a dataset of Forward reaction prediction with 1.9M reactions from USPTO patents (1976-2016). Predict the product of the given reaction. (1) The product is: [N+:2]([C:5]1[CH:6]=[C:7]([CH:8]=[CH:9][CH:10]=1)[CH2:11][CH2:12][NH:13][C:23](=[O:24])[C:25]([F:28])([F:27])[F:26])([O-:4])=[O:3]. Given the reactants Cl.[N+:2]([C:5]1[CH:6]=[C:7]([CH2:11][CH2:12][NH2:13])[CH:8]=[CH:9][CH:10]=1)([O-:4])=[O:3].CCN(C(C)C)C(C)C.[C:23](O[C:23]([C:25]([F:28])([F:27])[F:26])=[O:24])([C:25]([F:28])([F:27])[F:26])=[O:24], predict the reaction product. (2) Given the reactants [Cl:1][C:2]1[C:3]([F:11])=[N:4][C:5]([F:10])=[C:6]([F:9])[C:7]=1F.C(OCC1C=CC=CC=1)(=O)[CH2:13][C:14]([O:16][CH2:17][C:18]1[CH:23]=[CH:22][CH:21]=[CH:20][CH:19]=1)=[O:15].[H-].[Na+].[Cl-].[NH4+], predict the reaction product. The product is: [CH2:17]([O:16][C:14](=[O:15])[CH2:13][C:7]1[C:6]([F:9])=[C:5]([F:10])[N:4]=[C:3]([F:11])[C:2]=1[Cl:1])[C:18]1[CH:23]=[CH:22][CH:21]=[CH:20][CH:19]=1. (3) Given the reactants [CH2:1]=[CH:2][CH:3]=[CH2:4].[CH2:5]=[CH:6][C:7]1[CH:12]=[CH:11][CH:10]=[CH:9][CH:8]=1.[C:13](#[N:16])[CH:14]=[CH2:15].C([O-])(=O)CCCCCCC/C=C\CCCCCCCC.[K+].[O-]O.C1(C(C)C)C=CC=CC=1, predict the reaction product. The product is: [CH2:5]=[CH:6][C:7]1[CH:12]=[CH:11][CH:10]=[CH:9][CH:8]=1.[CH2:1]=[CH:2][CH:3]=[CH2:4].[C:13](#[N:16])[CH:14]=[CH2:15]. (4) Given the reactants [Cl:1][C:2]1[CH:7]=[CH:6][C:5]([C@@H:8](O)[CH2:9][N:10]([CH2:14][CH2:15]O)[CH2:11][CH:12]=[CH2:13])=[CH:4][CH:3]=1.C(N(CC)CC)C.CS(Cl)(=O)=O.[CH2:30]([NH2:33])[CH:31]=[CH2:32].C(=O)([O-])[O-].[Na+].[Na+], predict the reaction product. The product is: [Cl:1][C:2]1[CH:7]=[CH:6][C:5]([C@@H:8]2[CH2:9][N:10]([CH2:11][CH:12]=[CH2:13])[CH2:14][CH2:15][N:33]2[CH2:30][CH:31]=[CH2:32])=[CH:4][CH:3]=1. (5) Given the reactants [Cl:1][C:2]1[CH:7]=[CH:6][C:5]([S:8][C:9]2[C:17]3[C:12](=[N:13][CH:14]=[CH:15][CH:16]=3)[NH:11][C:10]=2[CH2:18][CH2:19]C(OCC)=O)=[CH:4][CH:3]=1.[CH3:25][Mg]Br.[CH2:28]1[CH2:32][O:31]CC1, predict the reaction product. The product is: [Cl:1][C:2]1[CH:7]=[CH:6][C:5]([S:8][C:9]2[C:17]3[C:12](=[N:13][CH:14]=[CH:15][CH:16]=3)[NH:11][C:10]=2[CH2:18][CH2:19][C:32]([CH3:28])([OH:31])[CH3:25])=[CH:4][CH:3]=1. (6) Given the reactants [CH3:1][O:2][C:3](=[O:17])[CH2:4][C@H:5]1[CH2:9][CH2:8][CH2:7][N:6]1C(OC(C)(C)C)=O.[ClH:18], predict the reaction product. The product is: [ClH:18].[CH3:1][O:2][C:3](=[O:17])[CH2:4][C@H:5]1[CH2:9][CH2:8][CH2:7][NH:6]1. (7) Given the reactants [C:1]([C:3]1[CH:8]=[CH:7][C:6]([NH:9][C:10]([C:12]2([CH3:15])[CH2:14][O:13]2)=[O:11])=[CH:5][C:4]=1[C:16]([F:19])([F:18])[F:17])#[N:2].[F:20][C:21]1[CH:26]=[CH:25][C:24]([S:27]([O-:29])=[O:28])=[CH:23][CH:22]=1.[Na+], predict the reaction product. The product is: [CH3:15][C:12]([OH:13])([C:10]([NH:9][C:6]1[CH:7]=[CH:8][C:3]([C:1]#[N:2])=[C:4]([C:16]([F:19])([F:18])[F:17])[CH:5]=1)=[O:11])[CH2:14][S:27]([C:24]1[CH:23]=[CH:22][C:21]([F:20])=[CH:26][CH:25]=1)(=[O:29])=[O:28]. (8) The product is: [CH3:6][C:3]([CH3:7])([CH2:2][N:8]1[CH2:13][CH2:12][CH2:11][CH2:10][CH2:9]1)[CH2:4][OH:5]. Given the reactants Br[CH2:2][C:3]([CH3:7])([CH3:6])[CH2:4][OH:5].[NH:8]1[CH2:13][CH2:12][CH2:11][CH2:10][CH2:9]1.C([O-])([O-])=O.[K+].[K+].[I-].[K+], predict the reaction product. (9) Given the reactants C(OC([NH:11][CH2:12][CH2:13][CH2:14][N:15]1[CH2:26][CH2:25][N:24]([C:27]([O:29][C:30]([CH3:33])([CH3:32])[CH3:31])=[O:28])[CH2:23][CH2:22][N:21]([C:34]([O:36][C:37]([CH3:40])([CH3:39])[CH3:38])=[O:35])[CH2:20][CH2:19][N:18]([C:41]([O:43][C:44]([CH3:47])([CH3:46])[CH3:45])=[O:42])[CH2:17][CH2:16]1)=O)C1C=CC=CC=1, predict the reaction product. The product is: [NH2:11][CH2:12][CH2:13][CH2:14][N:15]1[CH2:16][CH2:17][N:18]([C:41]([O:43][C:44]([CH3:47])([CH3:46])[CH3:45])=[O:42])[CH2:19][CH2:20][N:21]([C:34]([O:36][C:37]([CH3:39])([CH3:38])[CH3:40])=[O:35])[CH2:22][CH2:23][N:24]([C:27]([O:29][C:30]([CH3:33])([CH3:32])[CH3:31])=[O:28])[CH2:25][CH2:26]1. (10) Given the reactants [CH:1]([C:3]1[CH:18]=[CH:17][C:6]([O:7][C:8]2[CH:16]=[CH:15][C:11]([C:12]([NH2:14])=[O:13])=[CH:10][N:9]=2)=[C:5]([O:19][CH3:20])[CH:4]=1)=O.[CH2:21]([O:23][CH2:24][CH2:25][CH2:26][NH2:27])[CH3:22].[BH4-].[Na+].[CH3:30][S:31]([OH:34])(=[O:33])=[O:32], predict the reaction product. The product is: [CH3:30][S:31]([OH:34])(=[O:33])=[O:32].[CH2:21]([O:23][CH2:24][CH2:25][CH2:26][NH:27][CH2:1][C:3]1[CH:18]=[CH:17][C:6]([O:7][C:8]2[CH:16]=[CH:15][C:11]([C:12]([NH2:14])=[O:13])=[CH:10][N:9]=2)=[C:5]([O:19][CH3:20])[CH:4]=1)[CH3:22].